From a dataset of HIV replication inhibition screening data with 41,000+ compounds from the AIDS Antiviral Screen. Binary Classification. Given a drug SMILES string, predict its activity (active/inactive) in a high-throughput screening assay against a specified biological target. (1) The drug is CCOC(=O)C1=NN(c2ccccc2)C(=O)C1=CNC(=S)Nc1ccc(Cl)cc1Cl. The result is 0 (inactive). (2) The compound is COc1ccc(N=C2C(=Nc3ccc(OC)cc3)N(c3ccccc3)C(=S)N2N=C=C2Sc3ccccc3N2C)cc1. The result is 0 (inactive). (3) The compound is COc1cccc2c1c1ccc3c(c1n2C)C(=O)C=CC3=O. The result is 0 (inactive). (4) The compound is CCCN1CCC(=O)N(CCC(F)(F)C(F)(F)C(F)(F)C(F)(F)C(F)(F)C(F)(F)F)C1=S. The result is 0 (inactive). (5) The molecule is NC(CNC(=O)CBr)C(=O)O. The result is 0 (inactive). (6) The compound is O=C1c2ccccc2C(=O)c2c1ccc1c2N=C(c2ccc(Br)cc2)CC(c2cccc3ccccc23)N1. The result is 0 (inactive).